From a dataset of hERG Central: cardiac toxicity at 1µM, 10µM, and general inhibition. Predict hERG channel inhibition at various concentrations. (1) The drug is C=CCNC(=O)c1ccc(CN2CCC(Cc3ccccc3)CC2)cc1. Results: hERG_inhib (hERG inhibition (general)): blocker. (2) Results: hERG_inhib (hERG inhibition (general)): blocker. The molecule is CCN1CCN(c2oc(COc3ccc(Cl)cc3)nc2C#N)CC1.